From a dataset of Forward reaction prediction with 1.9M reactions from USPTO patents (1976-2016). Predict the product of the given reaction. (1) Given the reactants [NH2:1][C:2]1[N:7]=[C:6]([NH2:8])[C:5]([C:9]2[CH:14]=[CH:13][C:12]([NH:15][C:16]([CH:18]3[CH2:20][CH2:19]3)=[O:17])=[CH:11][CH:10]=2)=[C:4]([CH2:21]Br)[N:3]=1.[CH2:23]([OH:31])[CH2:24][C:25]1[CH:30]=[CH:29][CH:28]=[CH:27][CH:26]=1, predict the reaction product. The product is: [NH2:1][C:2]1[N:7]=[C:6]([NH2:8])[C:5]([C:9]2[CH:14]=[CH:13][C:12]([NH:15][C:16]([CH:18]3[CH2:20][CH2:19]3)=[O:17])=[CH:11][CH:10]=2)=[C:4]([CH2:21][O:31][CH2:23][CH2:24][C:25]2[CH:30]=[CH:29][CH:28]=[CH:27][CH:26]=2)[N:3]=1. (2) Given the reactants [C:1]1([CH2:7][C:8](=[O:10])[CH3:9])[CH:6]=[CH:5][CH:4]=[CH:3][CH:2]=1.[BrH:11].BrBr, predict the reaction product. The product is: [Br:11][CH2:9][C:8](=[O:10])[CH2:7][C:1]1[CH:6]=[CH:5][CH:4]=[CH:3][CH:2]=1. (3) Given the reactants [CH3:1][C:2]1[N:6]2[C:7]([C:12]([O:14][CH2:15][CH3:16])=[O:13])=[CH:8][NH:9][C:10](=O)[C:5]2=[CH:4][CH:3]=1.O.C(=O)([O-])O.[Na+].P(Cl)([Cl:32])(OC1C=CC=CC=1)=O, predict the reaction product. The product is: [Cl:32][C:10]1[C:5]2[N:6]([C:2]([CH3:1])=[CH:3][CH:4]=2)[C:7]([C:12]([O:14][CH2:15][CH3:16])=[O:13])=[CH:8][N:9]=1. (4) Given the reactants [NH2:1][C:2]1[CH:3]=[C:4]([C:8]2[C:16]([C:17]3[CH:22]=[CH:21][N:20]=[C:19]([NH:23][C:24]4[CH:29]=[CH:28][CH:27]=[C:26](F)[CH:25]=4)[N:18]=3)=[C:11]3[CH:12]=[CH:13][CH:14]=[CH:15][N:10]3[N:9]=2)[CH:5]=[CH:6][CH:7]=1.F[C:32]1[CH:33]=[CH:34][C:35](C)=[C:36]([CH:40]=1)[C:37](Cl)=[O:38], predict the reaction product. The product is: [CH2:15]1[C:26]2[C:27](=[CH:28][CH:29]=[C:24]([NH:23][C:19]3[N:18]=[C:17]([C:16]4[C:8]([C:4]5[CH:3]=[C:2]([NH:1][C:37](=[O:38])[C:36]6[CH:40]=[CH:32][CH:33]=[CH:34][CH:35]=6)[CH:7]=[CH:6][CH:5]=5)=[N:9][N:10]5[CH:15]=[CH:14][CH:13]=[CH:12][C:11]=45)[CH:22]=[CH:21][N:20]=3)[CH:25]=2)[CH2:12][CH2:11][NH:10]1. (5) The product is: [C:50]([C:49]1[CH:46]=[C:45]2[C:40]([CH:41]=[CH:42][C:43]([CH2:47][CH2:53][O:34][C@@H:10]3[CH2:9][NH:8][CH2:12][C@H:11]3[CH2:13][N:14]([CH:31]([CH3:33])[CH3:32])[C:15](=[O:30])[C:16]3[CH:21]=[CH:20][C:19]([O:22][CH3:23])=[C:18]([O:24][CH2:25][CH2:26][CH2:27][O:28][CH3:29])[CH:17]=3)=[CH:44]2)=[CH:39][CH:38]=1)#[N:51].[Br:35][CH2:36][C:37]1[CH:46]=[C:45]2[C:40]([CH:41]=[CH:42][C:43]([C:47]#[N:48])=[CH:44]2)=[CH:39][CH:38]=1. Given the reactants C(OC([N:8]1[CH2:12][C@@H:11]([CH2:13][N:14]([CH:31]([CH3:33])[CH3:32])[C:15](=[O:30])[C:16]2[CH:21]=[CH:20][C:19]([O:22][CH3:23])=[C:18]([O:24][CH2:25][CH2:26][CH2:27][O:28][CH3:29])[CH:17]=2)[C@H:10]([OH:34])[CH2:9]1)=O)(C)(C)C.[Br:35][CH2:36][C:37]1[CH:46]=[C:45]2[C:40]([CH:41]=[CH:42][C:43]([C:47]#[N:48])=[CH:44]2)=[CH:39][CH:38]=1.[CH3:49][C:50]#[N:51].O.[CH3:53]C#N, predict the reaction product. (6) The product is: [S:1]1[C:9]2[CH:8]=[CH:7][N:6]=[CH:5][C:4]=2[CH:3]=[C:2]1[C:10]([OH:12])=[O:11]. Given the reactants [S:1]1[C:9]2[CH:8]=[CH:7][N:6]=[CH:5][C:4]=2[CH:3]=[C:2]1[C:10]([O:12]C)=[O:11].O[Li].O.Cl, predict the reaction product. (7) Given the reactants [F:1][C:2]1[CH:3]=[C:4]([NH:9][C:10]2[CH:22]=[CH:21][C:20]([CH3:23])=[CH:19][C:11]=2[C:12]([O:14]C(C)(C)C)=[O:13])[CH:5]=[N:6][C:7]=1[F:8], predict the reaction product. The product is: [F:1][C:2]1[CH:3]=[C:4]([NH:9][C:10]2[CH:22]=[CH:21][C:20]([CH3:23])=[CH:19][C:11]=2[C:12]([OH:14])=[O:13])[CH:5]=[N:6][C:7]=1[F:8]. (8) Given the reactants Cl[C:2]1[C:7]([F:8])=[CH:6][CH:5]=[CH:4][N:3]=1.[CH:9]1([C:13]#[N:14])[CH2:12][CH2:11][CH2:10]1.C[Si](C)(C)[N-][Si](C)(C)C.[Na+], predict the reaction product. The product is: [F:8][C:7]1[C:2]([C:9]2([C:13]#[N:14])[CH2:12][CH2:11][CH2:10]2)=[N:3][CH:4]=[CH:5][CH:6]=1.